Dataset: Forward reaction prediction with 1.9M reactions from USPTO patents (1976-2016). Task: Predict the product of the given reaction. (1) Given the reactants Cl.[Cl:2][C:3]1[CH:8]=[CH:7][CH:6]=[CH:5][C:4]=1[CH:9]([NH:14]C(=O)OC(C)(C)C)[CH2:10][N+:11]([O-:13])=[O:12], predict the reaction product. The product is: [ClH:2].[Cl:2][C:3]1[CH:8]=[CH:7][CH:6]=[CH:5][C:4]=1[CH:9]([NH2:14])[CH2:10][N+:11]([O-:13])=[O:12]. (2) Given the reactants [CH3:1][C:2]1([CH3:15])[C@@H:4]2[CH2:5][C:6]3[C:10]([C@H:3]12)=[C:9]([CH3:11])[S:8][C:7]=3[C:12]([OH:14])=O.CN(C(ON1N=NC2C=CC=CC1=2)=[N+](C)C)C.[B-](F)(F)(F)F.C(N(C(C)C)C(C)C)C.[NH2:47][CH2:48][C:49]1[CH:54]=[C:53]([CH3:55])[C:52]([OH:56])=[C:51]([CH3:57])[CH:50]=1, predict the reaction product. The product is: [OH:56][C:52]1[C:51]([CH3:57])=[CH:50][C:49]([CH2:48][NH:47][C:12]([C:7]2[S:8][C:9]([CH3:11])=[C:10]3[C:6]=2[CH2:5][C@H:4]2[C:2]([CH3:1])([CH3:15])[C@H:3]23)=[O:14])=[CH:54][C:53]=1[CH3:55].